From a dataset of Full USPTO retrosynthesis dataset with 1.9M reactions from patents (1976-2016). Predict the reactants needed to synthesize the given product. (1) Given the product [F:33][C:32]1[C:27]([NH:26][C:13](=[O:15])[C:12]2[CH:16]=[C:8]([C:4]3[CH:5]=[CH:6][CH:7]=[C:2]([F:1])[CH:3]=3)[CH:9]=[C:10]([CH3:19])[C:11]=2[O:17][CH3:18])=[C:28]([CH3:35])[C:29]([OH:34])=[CH:30][CH:31]=1, predict the reactants needed to synthesize it. The reactants are: [F:1][C:2]1[CH:3]=[C:4]([C:8]2[CH:9]=[C:10]([CH3:19])[C:11]([O:17][CH3:18])=[C:12]([CH:16]=2)[C:13]([OH:15])=O)[CH:5]=[CH:6][CH:7]=1.C(Cl)(C(Cl)=O)=O.[NH2:26][C:27]1[C:28]([CH3:35])=[C:29]([OH:34])[CH:30]=[CH:31][C:32]=1[F:33].C([O-])(O)=O.[Na+]. (2) The reactants are: [Br:1][C:2]1[CH:9]=[CH:8][C:5](C=O)=[CH:4][N:3]=1.C(O[CH:13]([O:17][CH2:18][CH3:19])[O:14][CH2:15][CH3:16])C. Given the product [Br:1][C:2]1[CH:9]=[CH:8][C:5]([CH:13]([O:14][CH2:15][CH3:16])[O:17][CH2:18][CH3:19])=[CH:4][N:3]=1, predict the reactants needed to synthesize it. (3) Given the product [Cl:1][C:2]1[CH:3]=[C:4]([CH:5]2[C:15]([S:12]([CH3:11])(=[O:14])=[O:13])=[C:16]([CH3:17])[NH:19][C:20]3[CH2:24][CH2:23][C:22](=[O:25])[C:21]2=3)[CH:7]=[CH:8][C:9]=1[Cl:10], predict the reactants needed to synthesize it. The reactants are: [Cl:1][C:2]1[CH:3]=[C:4]([CH:7]=[CH:8][C:9]=1[Cl:10])[CH:5]=O.[CH3:11][S:12]([CH2:15][C:16](=O)[CH3:17])(=[O:14])=[O:13].[NH2:19][C:20]1[CH2:24][CH2:23][C:22](=[O:25])[CH:21]=1.